The task is: Predict which catalyst facilitates the given reaction.. This data is from Catalyst prediction with 721,799 reactions and 888 catalyst types from USPTO. (1) Reactant: [OH:1][N:2]1[C:6](=[O:7])[C:5]2=[CH:8][CH:9]=[CH:10][CH:11]=[C:4]2[C:3]1=[O:12].Br[CH2:14][CH:15]=[C:16]([CH3:18])[CH3:17].[OH-].[K+]. Product: [CH3:17][C:16]([CH3:18])=[CH:15][CH2:14][O:1][N:2]1[C:3](=[O:12])[C:4]2[C:5](=[CH:8][CH:9]=[CH:10][CH:11]=2)[C:6]1=[O:7]. The catalyst class is: 8. (2) Reactant: [NH2:1][C:2]1[CH:7]=[CH:6][CH:5]=[CH:4][C:3]=1[NH:8][CH:9]1[CH2:14][CH2:13][N:12]([C:15]([O:17][C:18]([CH3:21])([CH3:20])[CH3:19])=[O:16])[CH2:11][CH2:10]1.[C:22]([NH:32][CH2:33][C:34](O)=[O:35])([O:24][CH2:25][C:26]1[CH:31]=[CH:30][CH:29]=[CH:28][CH:27]=1)=[O:23].C(N(CC)C(C)C)(C)C.O=C1N(P(Cl)(N2CCOC2=O)=O)CCO1. Product: [C:26]1([CH2:25][O:24][C:22]([NH:32][CH2:33][C:34]([NH:1][C:2]2[CH:7]=[CH:6][CH:5]=[CH:4][C:3]=2[NH:8][CH:9]2[CH2:10][CH2:11][N:12]([C:15]([O:17][C:18]([CH3:21])([CH3:20])[CH3:19])=[O:16])[CH2:13][CH2:14]2)=[O:35])=[O:23])[CH:27]=[CH:28][CH:29]=[CH:30][CH:31]=1. The catalyst class is: 23. (3) Reactant: [C:1]([O:4][CH2:5][CH:6]1[N:15]2[CH:10]([CH2:11][C:12](=[O:21])[C:13]([C:16]([O:18][CH2:19][CH3:20])=[O:17])=[CH:14]2)[C:9]2[CH:22]=[C:23]([O:29][CH2:30][CH3:31])[C:24]([O:26][CH2:27][CH3:28])=[CH:25][C:8]=2[CH2:7]1)(=[O:3])[CH3:2].C1(Cl)C(=O)C(Cl)=C(Cl)C(=O)C=1Cl. Product: [C:1]([O:4][CH2:5][CH:6]1[N:15]2[C:10](=[CH:11][C:12](=[O:21])[C:13]([C:16]([O:18][CH2:19][CH3:20])=[O:17])=[CH:14]2)[C:9]2[CH:22]=[C:23]([O:29][CH2:30][CH3:31])[C:24]([O:26][CH2:27][CH3:28])=[CH:25][C:8]=2[CH2:7]1)(=[O:3])[CH3:2]. The catalyst class is: 57. (4) The catalyst class is: 32. Reactant: [ClH:1].[N:2]1([C:7]([C@@H:9]2[CH2:14][CH2:13][CH2:12][N:11](C(OC(C)(C)C)=O)[CH2:10]2)=[O:8])[CH2:6][CH2:5][CH2:4][CH2:3]1. Product: [ClH:1].[NH:11]1[CH2:12][CH2:13][CH2:14][C@@H:9]([C:7]([N:2]2[CH2:3][CH2:4][CH2:5][CH2:6]2)=[O:8])[CH2:10]1.